This data is from HIV replication inhibition screening data with 41,000+ compounds from the AIDS Antiviral Screen. The task is: Binary Classification. Given a drug SMILES string, predict its activity (active/inactive) in a high-throughput screening assay against a specified biological target. (1) The molecule is CCN(CC)CCN1C(=O)CN=C(c2ccccn2)c2cc(Cl)ccc21. The result is 0 (inactive). (2) The drug is O=C1C(=Cc2ccccc2)CN(C(=O)C(Cl)(Cl)Cl)CC1=Cc1ccccc1. The result is 0 (inactive). (3) The compound is [O+]#C[Cr]12(C#[O+])(C#[O+])(C#[O+])[PH](c3ccccc3)(CC[PH]1(c1ccccc1)c1ccccc1)CC[PH]2(c1ccccc1)c1ccccc1. The result is 0 (inactive). (4) The result is 0 (inactive). The compound is CC(=O)Oc1ccc2c(c1)[nH]c1c3ccc(OC(C)=O)cc3oc(=O)c21. (5) The compound is Cl.O=C(NCc1ccccc1)c1cc2ccc(O)c(O)c2cn1. The result is 0 (inactive).